From a dataset of Full USPTO retrosynthesis dataset with 1.9M reactions from patents (1976-2016). Predict the reactants needed to synthesize the given product. Given the product [CH2:7]([O:14][C@@H:15]1[C@@H:21]([O:22][CH2:23][C:24]2[CH:25]=[CH:26][CH:27]=[CH:28][CH:29]=2)[C@H:20]([O:30][CH2:31][C:32]2[CH:37]=[CH:36][CH:35]=[CH:34][CH:33]=2)[C@@H:19]([CH2:38][O:39][CH2:40][C:41]2[CH:42]=[CH:43][CH:44]=[CH:45][CH:46]=2)[S:18][C:16]1([C:47]1[CH:52]=[CH:51][C:50]([Cl:53])=[C:49]([CH:54]=[O:55])[CH:48]=1)[OH:17])[C:8]1[CH:9]=[CH:10][CH:11]=[CH:12][CH:13]=1, predict the reactants needed to synthesize it. The reactants are: Cl.O1CCCC1.[CH2:7]([O:14][C@@H:15]1[C@@H:21]([O:22][CH2:23][C:24]2[CH:29]=[CH:28][CH:27]=[CH:26][CH:25]=2)[C@H:20]([O:30][CH2:31][C:32]2[CH:37]=[CH:36][CH:35]=[CH:34][CH:33]=2)[C@@H:19]([CH2:38][O:39][CH2:40][C:41]2[CH:46]=[CH:45][CH:44]=[CH:43][CH:42]=2)[S:18][C:16]1([C:47]1[CH:52]=[CH:51][C:50]([Cl:53])=[C:49]([CH:54]2OCC[O:55]2)[CH:48]=1)[OH:17])[C:8]1[CH:13]=[CH:12][CH:11]=[CH:10][CH:9]=1.